Dataset: NCI-60 drug combinations with 297,098 pairs across 59 cell lines. Task: Regression. Given two drug SMILES strings and cell line genomic features, predict the synergy score measuring deviation from expected non-interaction effect. (1) Drug 1: C1=CN(C=N1)CC(O)(P(=O)(O)O)P(=O)(O)O. Drug 2: CN(C(=O)NC(C=O)C(C(C(CO)O)O)O)N=O. Cell line: U251. Synergy scores: CSS=5.07, Synergy_ZIP=-2.81, Synergy_Bliss=-1.95, Synergy_Loewe=2.19, Synergy_HSA=0.270. (2) Drug 1: C1CCC(CC1)NC(=O)N(CCCl)N=O. Drug 2: C1CN1P(=S)(N2CC2)N3CC3. Cell line: NCI/ADR-RES. Synergy scores: CSS=14.2, Synergy_ZIP=-6.86, Synergy_Bliss=-2.40, Synergy_Loewe=-3.99, Synergy_HSA=-1.20. (3) Drug 1: C1CCN(CC1)CCOC2=CC=C(C=C2)C(=O)C3=C(SC4=C3C=CC(=C4)O)C5=CC=C(C=C5)O. Drug 2: C(=O)(N)NO. Cell line: IGROV1. Synergy scores: CSS=2.13, Synergy_ZIP=2.04, Synergy_Bliss=0.145, Synergy_Loewe=0.00511, Synergy_HSA=-1.56. (4) Drug 1: CC1C(C(CC(O1)OC2CC(CC3=C2C(=C4C(=C3O)C(=O)C5=C(C4=O)C(=CC=C5)OC)O)(C(=O)C)O)N)O.Cl. Drug 2: CCC1=C2CN3C(=CC4=C(C3=O)COC(=O)C4(CC)O)C2=NC5=C1C=C(C=C5)O. Cell line: SK-MEL-28. Synergy scores: CSS=18.9, Synergy_ZIP=-8.87, Synergy_Bliss=0.710, Synergy_Loewe=-5.66, Synergy_HSA=0.385. (5) Drug 1: CC1=C2C(C(=O)C3(C(CC4C(C3C(C(C2(C)C)(CC1OC(=O)C(C(C5=CC=CC=C5)NC(=O)OC(C)(C)C)O)O)OC(=O)C6=CC=CC=C6)(CO4)OC(=O)C)OC)C)OC. Drug 2: CN(CCCl)CCCl.Cl. Cell line: SW-620. Synergy scores: CSS=43.4, Synergy_ZIP=-8.95, Synergy_Bliss=-10.6, Synergy_Loewe=-9.92, Synergy_HSA=-7.01. (6) Drug 1: C1=C(C(=O)NC(=O)N1)F. Drug 2: CC(C)(C#N)C1=CC(=CC(=C1)CN2C=NC=N2)C(C)(C)C#N. Cell line: A498. Synergy scores: CSS=47.7, Synergy_ZIP=-3.70, Synergy_Bliss=-8.24, Synergy_Loewe=-7.98, Synergy_HSA=-7.80.